This data is from Catalyst prediction with 721,799 reactions and 888 catalyst types from USPTO. The task is: Predict which catalyst facilitates the given reaction. Reactant: C(OC([N:8]1[CH2:13][CH2:12][O:11][C@H:10]([C:14]2[CH:19]=[CH:18][C:17]([Cl:20])=[C:16]([F:21])[CH:15]=2)[CH2:9]1)=O)(C)(C)C.C(O)(C(F)(F)F)=O. Product: [Cl:20][C:17]1[CH:18]=[CH:19][C:14]([C@H:10]2[O:11][CH2:12][CH2:13][NH:8][CH2:9]2)=[CH:15][C:16]=1[F:21]. The catalyst class is: 4.